This data is from Reaction yield outcomes from USPTO patents with 853,638 reactions. The task is: Predict the reaction yield, written as a fraction of the theoretical maximum amount of product (1.0 means a 100% yield; for example, 0.34 means a 34% yield). (1) The reactants are [CH3:1][O:2][C:3]1[CH:4]=[CH:5][C:6]([N+:12]([O-:14])=[O:13])=[C:7]([CH:11]=1)[C:8]([OH:10])=O.[NH2:15][C:16]1[CH:21]=[CH:20][C:19]([Cl:22])=[CH:18][N:17]=1.N1C=CC=CC=1.P(Cl)(Cl)(Cl)=O. The catalyst is O.C(#N)C. The product is [N+:12]([C:6]1[CH:5]=[CH:4][C:3]([O:2][CH3:1])=[CH:11][C:7]=1[C:8]([NH:15][C:16]1[CH:21]=[CH:20][C:19]([Cl:22])=[CH:18][N:17]=1)=[O:10])([O-:14])=[O:13]. The yield is 0.882. (2) The reactants are Cl.[NH:2]1[CH2:7][CH2:6][CH2:5][CH:4]([C:8]2[CH:23]=[CH:22][C:11]([O:12][C:13]3[CH:21]=[CH:20][C:16]([C:17]([NH2:19])=[O:18])=[CH:15][N:14]=3)=[CH:10][CH:9]=2)[CH2:3]1.[F:24][C:25]1[CH:26]=[C:27]([CH:30]=[CH:31][CH:32]=1)[CH:28]=O.[BH4-].[Na+]. No catalyst specified. The product is [F:24][C:25]1[CH:26]=[C:27]([CH:30]=[CH:31][CH:32]=1)[CH2:28][N:2]1[CH2:7][CH2:6][CH2:5][CH:4]([C:8]2[CH:9]=[CH:10][C:11]([O:12][C:13]3[CH:21]=[CH:20][C:16]([C:17]([NH2:19])=[O:18])=[CH:15][N:14]=3)=[CH:22][CH:23]=2)[CH2:3]1. The yield is 0.410. (3) The reactants are [CH3:1][O:2][C:3]1[CH:4]=[C:5]2[C:10](=[CH:11][C:12]=1[O:13][CH3:14])[N:9]=[CH:8][CH:7]=[C:6]2[O:15][C:16]1[C:22]([CH3:23])=[CH:21][C:19]([NH2:20])=[C:18]([CH3:24])[CH:17]=1.Cl[C:26](Cl)([O:28][C:29](=[O:35])OC(Cl)(Cl)Cl)Cl.[CH:37]1(CO)[CH2:43][CH2:42][CH2:41][CH2:40][CH2:39][CH2:38]1.C(=O)(O)[O-].[Na+]. The catalyst is C(Cl)Cl.C(N(CC)CC)C.C1(C)C=CC=CC=1. The product is [CH3:1][O:2][C:3]1[CH:4]=[C:5]2[C:10](=[CH:11][C:12]=1[O:13][CH3:14])[N:9]=[CH:8][CH:7]=[C:6]2[O:15][C:16]1[C:22]([CH3:23])=[CH:21][C:19]([NH:20][C:29](=[O:35])[O:28][CH2:26][CH:37]2[CH2:43][CH2:42][CH2:41][CH2:40][CH2:39][CH2:38]2)=[C:18]([CH3:24])[CH:17]=1. The yield is 0.830. (4) The reactants are C(O[C:4]([C:6]1[C:11](=[O:12])[N:10]([CH2:13][CH2:14][CH:15]([CH3:17])[CH3:16])[N:9]2[CH:18]=[CH:19][CH:20]=[C:8]2[C:7]=1[OH:21])=O)C.[NH2:22][C:23]1[CH:28]=[CH:27][C:26]([O:29][CH3:30])=[CH:25][C:24]=1[S:31]([NH2:34])(=[O:33])=[O:32]. The catalyst is C(O)C. The product is [OH:21][C:7]1[C:8]2[N:9]([CH:18]=[CH:19][CH:20]=2)[N:10]([CH2:13][CH2:14][CH:15]([CH3:16])[CH3:17])[C:11](=[O:12])[C:6]=1[C:4]1[NH:22][C:23]2[CH:28]=[CH:27][C:26]([O:29][CH3:30])=[CH:25][C:24]=2[S:31](=[O:32])(=[O:33])[N:34]=1. The yield is 0.470. (5) The reactants are [Cl-].O[NH3+:3].[C:4](=[O:7])([O-])[OH:5].[Na+].CS(C)=O.[CH2:13]([C:17]1[N:18]=[C:19]([CH3:43])[N:20]([CH2:39][CH:40]2[CH2:42][CH2:41]2)[C:21](=[O:38])[C:22]=1[CH2:23][C:24]1[CH:29]=[CH:28][C:27]([C:30]2[C:31]([C:36]#[N:37])=[CH:32][CH:33]=[CH:34][CH:35]=2)=[CH:26][CH:25]=1)[CH2:14][CH2:15][CH3:16]. The catalyst is O.C(OCC)(=O)C. The product is [CH2:13]([C:17]1[N:18]=[C:19]([CH3:43])[N:20]([CH2:39][CH:40]2[CH2:41][CH2:42]2)[C:21](=[O:38])[C:22]=1[CH2:23][C:24]1[CH:29]=[CH:28][C:27]([C:30]2[CH:35]=[CH:34][CH:33]=[CH:32][C:31]=2[C:36]2[NH:3][C:4](=[O:7])[O:5][N:37]=2)=[CH:26][CH:25]=1)[CH2:14][CH2:15][CH3:16]. The yield is 0.140. (6) The reactants are C[O:2][C:3](=[O:35])[C:4]1[CH:9]=[CH:8][C:7]([CH2:10][C:11]2[O:12][C:13]([C:16]3[CH:21]=[CH:20][CH:19]=[C:18]([C:22]4[O:23][C:24]([C:27]5[CH:32]=[CH:31][C:30]([O:33][CH3:34])=[CH:29][CH:28]=5)=[CH:25][N:26]=4)[CH:17]=3)=[N:14][N:15]=2)=[CH:6][CH:5]=1.[OH-].[Na+]. The catalyst is C1COCC1.CO.O. The product is [CH3:34][O:33][C:30]1[CH:29]=[CH:28][C:27]([C:24]2[O:23][C:22]([C:18]3[CH:17]=[C:16]([C:13]4[O:12][C:11]([CH2:10][C:7]5[CH:6]=[CH:5][C:4]([C:3]([OH:35])=[O:2])=[CH:9][CH:8]=5)=[N:15][N:14]=4)[CH:21]=[CH:20][CH:19]=3)=[N:26][CH:25]=2)=[CH:32][CH:31]=1. The yield is 0.280. (7) The reactants are Cl.Cl[C:3]1[C:8]([CH3:9])=[CH:7][N:6]=[CH:5][N:4]=1.C(N(CC)CC)C.[NH:17]1[CH2:25][CH2:24][CH:20]([C:21]([NH2:23])=[O:22])[CH2:19][CH2:18]1.C(=O)([O-])O.[Na+]. The catalyst is CN(C=O)C. The product is [CH3:9][C:8]1[C:3]([N:17]2[CH2:25][CH2:24][CH:20]([C:21]([NH2:23])=[O:22])[CH2:19][CH2:18]2)=[N:4][CH:5]=[N:6][CH:7]=1. The yield is 0.250. (8) The reactants are [Br:1]N1C(=O)CCC1=O.[CH3:9][C:10]1[CH:11]=[C:12]([OH:17])[CH:13]=[C:14]([CH3:16])[CH:15]=1. The catalyst is C1(C)C=CC=CC=1. The product is [Br:1][C:11]1[C:10]([CH3:9])=[CH:15][C:14]([CH3:16])=[CH:13][C:12]=1[OH:17]. The yield is 0.310. (9) The reactants are CS[C:3]1[N:11]([CH2:12][CH2:13][CH2:14][CH2:15][CH3:16])[C:10]2[N:9]=[CH:8][NH:7][C:6]=2[C:5](=[O:17])[N:4]=1.[OH-].[NH3:19]. No catalyst specified. The product is [NH2:19][C:3]1[N:11]([CH2:12][CH2:13][CH2:14][CH2:15][CH3:16])[C:10]2[N:9]=[CH:8][NH:7][C:6]=2[C:5](=[O:17])[N:4]=1. The yield is 0.680.